Dataset: Full USPTO retrosynthesis dataset with 1.9M reactions from patents (1976-2016). Task: Predict the reactants needed to synthesize the given product. (1) Given the product [O:1]([C:8]1[CH:16]=[CH:15][C:11]([C:12]([Cl:20])=[O:13])=[CH:10][CH:9]=1)[C:2]1[CH:7]=[CH:6][CH:5]=[CH:4][CH:3]=1, predict the reactants needed to synthesize it. The reactants are: [O:1]([C:8]1[CH:16]=[CH:15][C:11]([C:12](O)=[O:13])=[CH:10][CH:9]=1)[C:2]1[CH:7]=[CH:6][CH:5]=[CH:4][CH:3]=1.C(Cl)(=O)C([Cl:20])=O. (2) The reactants are: [NH:1]1[C:9]2[C:4](=[CH:5][CH:6]=[CH:7][CH:8]=2)[C:3]([CH2:10][CH:11](N)C2C=CC=CC=2)=[CH:2]1.[CH3:19][N:20](C)[C:21]1(C2C=CC=CC=2)CCC(=O)CC1.[C:35]([OH:38])(=[O:37])[CH3:36].[BH-]([O:40][C:41]([CH3:43])=[O:42])([O:40][C:41]([CH3:43])=[O:42])[O:40][C:41]([CH3:43])=[O:42].[Na+].C([O-])(O)=O.[Na+].Cl[CH2:59][CH2:60][Cl:61]. Given the product [CH3:19][N:20]([CH2:6][CH2:5][C@H:4]([C:9]1[CH:8]=[CH:7][CH:35]=[CH:36][N:1]=1)[C:3]1[CH:2]=[CH:59][C:60]([Cl:61])=[CH:11][CH:10]=1)[CH3:21].[CH:43](/[C:41]([OH:42])=[O:40])=[CH:36]/[C:35]([OH:38])=[O:37], predict the reactants needed to synthesize it. (3) Given the product [CH:11]1([C:10]2[C:9]3[C:4](=[CH:5][C:6]([C:17]([NH:19][S:20](=[O:22])(=[O:21])[N:23]([CH3:25])[CH3:24])=[O:18])=[CH:7][CH:8]=3)[NH:3][C:2]=2[C:44]2[CH:45]=[CH:46][C:47]([O:48][CH3:49])=[CH:42][C:43]=2[CH:58]=[O:59])[CH2:12][CH2:13][CH2:14][CH2:15][CH2:16]1, predict the reactants needed to synthesize it. The reactants are: Br[C:2]1[NH:3][C:4]2[C:9]([C:10]=1[CH:11]1[CH2:16][CH2:15][CH2:14][CH2:13][CH2:12]1)=[CH:8][CH:7]=[C:6]([C:17]([NH:19][S:20]([N:23]([CH3:25])[CH3:24])(=[O:22])=[O:21])=[O:18])[CH:5]=2.B(O)O.C1(P(C2CCCCC2)C2C=CC=CC=2[C:42]2[C:47]([O:48][CH3:49])=[CH:46][CH:45]=[CH:44][C:43]=2OC)CCCCC1.[C:58](=O)([O-])[O-:59].[K+].[K+].Cl. (4) Given the product [F:1][C:2]1[CH:30]=[CH:29][CH:28]=[CH:27][C:3]=1[CH2:4][N:5]1[C:9]2=[N:10][CH:11]=[CH:12][CH:13]=[C:8]2[C:7]([C:14]2[N:15]=[C:16]([N:42]3[CH2:45][CH:44]([N:46]4[CH2:50][CH2:49][CH2:48][CH2:47]4)[CH2:43]3)[C:17]3[C:22]([CH3:24])([CH3:23])[C:21](=[O:25])[NH:20][C:18]=3[N:19]=2)=[N:6]1, predict the reactants needed to synthesize it. The reactants are: [F:1][C:2]1[CH:30]=[CH:29][CH:28]=[CH:27][C:3]=1[CH2:4][N:5]1[C:9]2=[N:10][CH:11]=[CH:12][CH:13]=[C:8]2[C:7]([C:14]2[N:15]=[C:16](I)[C:17]3[C:22]([CH3:24])([CH3:23])[C:21](=[O:25])[NH:20][C:18]=3[N:19]=2)=[N:6]1.C(N(CC)C(C)C)(C)C.Cl.Cl.[NH:42]1[CH2:45][CH:44]([N:46]2[CH2:50][CH2:49][CH2:48][CH2:47]2)[CH2:43]1.O. (5) Given the product [Br:1][C:2]1[C:3]([O:25][CH3:26])=[CH:4][C:5]([C:10]2[N:28]=[CH:27][N:12]([CH3:13])[CH:11]=2)=[CH:6][C:7]=1[O:8][CH3:9], predict the reactants needed to synthesize it. The reactants are: [Br:1][C:2]1[C:7]([O:8][CH3:9])=[CH:6][C:5]([CH:10]2O[CH:13]=[N:12][CH:11]2S(C2C=CC(C)=CC=2)(=O)=O)=[CH:4][C:3]=1[O:25][CH3:26].[CH3:27][NH2:28].C1COCC1.